This data is from Catalyst prediction with 721,799 reactions and 888 catalyst types from USPTO. The task is: Predict which catalyst facilitates the given reaction. (1) Reactant: C1COCC1.[CH3:6][O:7][CH2:8][O:9][C@H:10]1[CH2:27][CH2:26][C@:25]2([CH3:28])[C@@H:12]([CH2:13][CH2:14][C@H:15]3[C@H:24]2[CH2:23][CH2:22][C@:20]2([CH3:21])[C@@H:16]3[CH2:17][C:18](=[O:29])[CH2:19]2)[CH2:11]1.C1C=CC(N([S:37]([C:40]([F:43])([F:42])[F:41])(=[O:39])=[O:38])[S:37]([C:40]([F:43])([F:42])[F:41])(=[O:39])=[O:38])=CC=1.C[Si](C)(C)[N-][Si](C)(C)C.[K+]. Product: [F:41][C:40]([F:43])([F:42])[S:37]([O:29][C:18]1[CH2:17][C@@H:16]2[C@@H:15]3[C@@H:24]([CH2:23][CH2:22][C@@:20]2([CH3:21])[CH:19]=1)[C@@:25]1([CH3:28])[C@H:12]([CH2:11][C@@H:10]([O:9][CH2:8][O:7][CH3:6])[CH2:27][CH2:26]1)[CH2:13][CH2:14]3)(=[O:39])=[O:38]. The catalyst class is: 6. (2) Reactant: [NH2:1][C:2]1[CH:7]=[CH:6][C:5]([C:8]2([C:13]#[N:14])[CH2:12][CH2:11][CH2:10][CH2:9]2)=[CH:4][CH:3]=1.[CH3:15][O:16][C:17]1[CH:18]=[C:19]([CH:23]=[CH:24][C:25]=1[O:26][CH3:27])[C:20](Cl)=[O:21].C(N(CC)CC)C. Product: [C:13]([C:8]1([C:5]2[CH:4]=[CH:3][C:2]([NH:1][C:20](=[O:21])[C:19]3[CH:23]=[CH:24][C:25]([O:26][CH3:27])=[C:17]([O:16][CH3:15])[CH:18]=3)=[CH:7][CH:6]=2)[CH2:12][CH2:11][CH2:10][CH2:9]1)#[N:14]. The catalyst class is: 2. (3) Reactant: [NH2:1][C:2]1[N:11]=[CH:10][C:9]2[C:4](=[C:5]([O:26][CH3:27])[C:6](/[CH:19]=[CH:20]/[C:21]([O:23]CC)=[O:22])=[CH:7][C:8]=2[C:12]2[CH:17]=[CH:16][CH:15]=[C:14]([Cl:18])[CH:13]=2)[N:3]=1.[OH-].[Li+].Cl. Product: [NH2:1][C:2]1[N:11]=[CH:10][C:9]2[C:4](=[C:5]([O:26][CH3:27])[C:6](/[CH:19]=[CH:20]/[C:21]([OH:23])=[O:22])=[CH:7][C:8]=2[C:12]2[CH:17]=[CH:16][CH:15]=[C:14]([Cl:18])[CH:13]=2)[N:3]=1. The catalyst class is: 36. (4) Reactant: [Cl:1][CH2:2][CH2:3][CH2:4][CH2:5][CH2:6][CH2:7][CH2:8][CH2:9][CH2:10][CH2:11][CH2:12][CH2:13][CH2:14][CH2:15][CH2:16][CH3:17].[CH3:18][N:19]1[CH:23]=[CH:22][N:21]=[C:20]1[CH3:24]. Product: [Cl-:1].[CH3:18][N+:19]1[CH:23]=[CH:22][N:21]([CH2:2][CH2:3][CH2:4][CH2:5][CH2:6][CH2:7][CH2:8][CH2:9][CH2:10][CH2:11][CH2:12][CH2:13][CH2:14][CH2:15][CH2:16][CH3:17])[C:20]=1[CH3:24]. The catalyst class is: 23. (5) Reactant: [CH3:1][O:2][C:3]1[N:12]=[CH:11][CH:10]=[C:9]2[C:4]=1[CH:5]=[C:6]([C:21]1[CH:26]=[CH:25][CH:24]=[CH:23][CH:22]=1)[C:7]([C:13]1[CH:20]=[CH:19][C:16]([CH:17]=O)=[CH:15][CH:14]=1)=[N:8]2.[NH:27]1[CH2:32][CH2:31][CH:30]([N:33]2[C:37]3=[N:38][CH:39]=[N:40][C:41]([NH2:42])=[C:36]3[CH:35]=[N:34]2)[CH2:29][CH2:28]1.C(O)(=O)C.C(O[BH-](OC(=O)C)OC(=O)C)(=O)C.[Na+]. Product: [CH3:1][O:2][C:3]1[N:12]=[CH:11][CH:10]=[C:9]2[C:4]=1[CH:5]=[C:6]([C:21]1[CH:22]=[CH:23][CH:24]=[CH:25][CH:26]=1)[C:7]([C:13]1[CH:14]=[CH:15][C:16]([CH2:17][N:27]3[CH2:32][CH2:31][CH:30]([N:33]4[C:37]5=[N:38][CH:39]=[N:40][C:41]([NH2:42])=[C:36]5[CH:35]=[N:34]4)[CH2:29][CH2:28]3)=[CH:19][CH:20]=1)=[N:8]2. The catalyst class is: 121. (6) Reactant: C[O:2][C:3]1[CH2:8][C:7]([CH3:10])([CH3:9])[CH2:6][C:5](=O)[CH:4]=1.[H-].[H-].[H-].[H-].[Li+].[Al+3]. Product: [CH3:9][C:7]1([CH3:10])[CH2:8][C:3](=[O:2])[CH:4]=[CH:5][CH2:6]1. The catalyst class is: 7. (7) Reactant: C([O:3][C:4](=O)[CH2:5][N:6]([CH2:17][C:18]1[C:19]([NH2:25])=[N:20][CH:21]=[C:22]([Br:24])[CH:23]=1)[CH2:7][CH2:8][CH2:9][N:10]1[CH2:15][CH2:14][N:13]([CH3:16])[CH2:12][CH2:11]1)C.[H-].[Na+]. Product: [Br:24][C:22]1[CH:21]=[N:20][C:19]2[NH:25][C:4](=[O:3])[CH2:5][N:6]([CH2:7][CH2:8][CH2:9][N:10]3[CH2:15][CH2:14][N:13]([CH3:16])[CH2:12][CH2:11]3)[CH2:17][C:18]=2[CH:23]=1. The catalyst class is: 58. (8) Reactant: [CH2:1]([N:8]1[CH2:18][CH2:17][C:11]2[N:12]=[CH:13][N:14]=[C:15](Cl)[C:10]=2[CH2:9]1)[C:2]1[CH:7]=[CH:6][CH:5]=[CH:4][CH:3]=1.[F:19][C:20]([F:31])([F:30])[C:21]1[N:26]=[CH:25][C:24]([C@H:27]([NH2:29])[CH3:28])=[CH:23][CH:22]=1.C(N(CC)C(C)C)(C)C. Product: [CH2:1]([N:8]1[CH2:18][CH2:17][C:11]2[N:12]=[CH:13][N:14]=[C:15]([NH:29][C@@H:27]([C:24]3[CH:25]=[N:26][C:21]([C:20]([F:31])([F:19])[F:30])=[CH:22][CH:23]=3)[CH3:28])[C:10]=2[CH2:9]1)[C:2]1[CH:7]=[CH:6][CH:5]=[CH:4][CH:3]=1. The catalyst class is: 10. (9) Reactant: [CH3:1][O:2][C:3](=[O:24])[CH2:4][CH2:5][C:6]([CH2:8][NH:9][C:10]([C@@H:12]1[CH2:16][CH2:15][CH2:14][N:13]1[C:17]([O:19][C:20]([CH3:23])([CH3:22])[CH3:21])=[O:18])=O)=O.COC1C=CC(P2(SP(C3C=CC(OC)=CC=3)(=S)S2)=[S:34])=CC=1.O. Product: [CH3:1][O:2][C:3](=[O:24])[CH2:4][CH2:5][C:6]1[S:34][C:10]([C@@H:12]2[CH2:16][CH2:15][CH2:14][N:13]2[C:17]([O:19][C:20]([CH3:23])([CH3:22])[CH3:21])=[O:18])=[N:9][CH:8]=1. The catalyst class is: 11.